This data is from Forward reaction prediction with 1.9M reactions from USPTO patents (1976-2016). The task is: Predict the product of the given reaction. (1) Given the reactants [C-:1]#[N:2].[K+].C=O.[C:6]([O:13][C:14](OC(C)(C)C)=O)([O:8][C:9]([CH3:12])([CH3:11])[CH3:10])=[O:7], predict the reaction product. The product is: [C:6](=[O:7])([O:13][CH2:14][C:1]#[N:2])[O:8][C:9]([CH3:10])([CH3:11])[CH3:12]. (2) Given the reactants [CH3:1][N:2]1[C:6]([OH:7])=[CH:5][C:4]([C:8]2[CH:13]=[CH:12][C:11]([O:14][C:15]([F:18])([F:17])[F:16])=[CH:10][CH:9]=2)=[N:3]1.O.[C:20](OCC)(=[O:22])C, predict the reaction product. The product is: [OH:7][C:6]1[N:2]([CH3:1])[N:3]=[C:4]([C:8]2[CH:9]=[CH:10][C:11]([O:14][C:15]([F:16])([F:17])[F:18])=[CH:12][CH:13]=2)[C:5]=1[CH:20]=[O:22]. (3) Given the reactants [C:1]1(B(O)O)C=CC=CC=1.[C:10]([N:13]1[C:20]2[CH:21]=[CH:22][CH:23]=[CH:24][C:19]=2[CH:18]=[CH:17][C:16]2[N:25]=[C:26]([C:30]3[CH:31]=N[C:33](OC)=[CH:34][CH:35]=3)[C:27](F)=[CH:28][C:15]=2[CH2:14]1)(=[O:12])[CH3:11], predict the reaction product. The product is: [C:10]([N:13]1[C:20]2[CH:21]=[CH:22][CH:23]=[CH:24][C:19]=2[CH:18]=[CH:17][C:16]2[N:25]=[C:26]([C:30]3[CH:31]=[CH:1][CH:33]=[CH:34][CH:35]=3)[CH:27]=[CH:28][C:15]=2[CH2:14]1)(=[O:12])[CH3:11]. (4) Given the reactants [Li][CH2:2]CCC.CCCCCC.[CH3:12][O:13][C:14]1[CH:19]=[CH:18][C:17]([CH:20]2[O:25][C@@H:24]([CH:26]=O)[C:23]([CH3:29])([CH3:28])[CH2:22][O:21]2)=[CH:16][CH:15]=1, predict the reaction product. The product is: [CH3:29][C:23]1([CH3:28])[CH2:22][O:21][CH:20]([C:17]2[CH:16]=[CH:15][C:14]([O:13][CH3:12])=[CH:19][CH:18]=2)[O:25][C@H:24]1[CH:26]=[CH2:2]. (5) Given the reactants [OH:1][C:2]([CH:4]=[CH:5][C:6]1[CH:24]=[CH:23][C:9]([O:10][CH2:11][CH2:12][CH2:13][CH2:14][CH2:15][CH2:16][O:17][C:18](=[O:22])[C:19]([CH3:21])=[CH2:20])=[CH:8][CH:7]=1)=[O:3].[CH2:25](O)[CH2:26][CH2:27][CH2:28][CH2:29][CH2:30][CH2:31][CH2:32][CH2:33][CH2:34][CH2:35][CH2:36][CH2:37][CH2:38][CH2:39][CH3:40].C1CCC(N=C=NC2CCCCC2)CC1, predict the reaction product. The product is: [CH2:40]([O:3][C:2]([CH:4]=[CH:5][C:6]1[CH:24]=[CH:23][C:9]([O:10][CH2:11][CH2:12][CH2:13][CH2:14][CH2:15][CH2:16][O:17][C:18](=[O:22])[C:19]([CH3:21])=[CH2:20])=[CH:8][CH:7]=1)=[O:1])[CH2:39][CH2:38][CH2:37][CH2:36][CH2:35][CH2:34][CH2:33][CH2:32][CH2:31][CH2:30][CH2:29][CH2:28][CH2:27][CH2:26][CH3:25]. (6) Given the reactants Br[CH2:2][C:3]([C:5]1[C:14]2[C:9](=[CH:10][CH:11]=[CH:12][CH:13]=2)[CH:8]=[CH:7][C:6]=1[O:15][CH2:16][CH3:17])=[O:4].[C:18]([O-:21])(=[O:20])[CH3:19].[Na+], predict the reaction product. The product is: [CH2:16]([O:15][C:6]1[CH:7]=[CH:8][C:9]2[C:14](=[CH:13][CH:12]=[CH:11][CH:10]=2)[C:5]=1[C:3](=[O:4])[CH2:2][O:21][C:18](=[O:20])[CH3:19])[CH3:17].